From a dataset of Reaction yield outcomes from USPTO patents with 853,638 reactions. Predict the reaction yield, written as a fraction of the theoretical maximum amount of product (1.0 means a 100% yield; for example, 0.34 means a 34% yield). (1) The reactants are [C:1]([O-:4])([O-])=O.[Cs+].[Cs+].[Cl:7][C:8]1[C:23]([Cl:24])=[CH:22][C:11]([C:12]([NH:14][C:15]2[CH:20]=[CH:19][NH:18][C:17](=[O:21])[CH:16]=2)=[O:13])=[C:10](F)[CH:9]=1.[F:26][C:27]1[CH:32]=[CH:31][C:30]([OH:33])=[CH:29][C:28]=1OC. The catalyst is CN1C(=O)CCC1. The product is [Cl:7][C:8]1[C:23]([Cl:24])=[CH:22][C:11]([C:12]([NH:14][C:15]2[CH:20]=[CH:19][NH:18][C:17](=[O:21])[CH:16]=2)=[O:13])=[C:10]([O:33][C:30]2[CH:31]=[CH:32][C:27]([F:26])=[CH:28][C:29]=2[O:4][CH3:1])[CH:9]=1. The yield is 0.300. (2) The reactants are [CH3:1][C:2]1[C:9]([C:10]2[S:11][C:12]([C:21](O)=[O:22])=[C:13]([C:15]3[CH:20]=[CH:19][CH:18]=[CH:17][CH:16]=3)[N:14]=2)=[C:5]2[S:6][CH:7]=[CH:8][N:4]2[N:3]=1.C1C=C[C:27]2[N:32]([OH:33])N=NC=2C=1.[CH3:34]CN=C=NCCCN(C)C. The catalyst is CN(C=O)C. The product is [CH3:34][O:33][N:32]([CH3:27])[C:21]([C:12]1[S:11][C:10]([C:9]2[C:2]([CH3:1])=[N:3][N:4]3[CH:8]=[CH:7][S:6][C:5]=23)=[N:14][C:13]=1[C:15]1[CH:20]=[CH:19][CH:18]=[CH:17][CH:16]=1)=[O:22]. The yield is 0.830. (3) The catalyst is C1COCC1.O.CCOC(C)=O. The reactants are [C:1]([O:5][C:6]([NH:8][C@@H:9]([C@H:13]([OH:15])[CH3:14])[C:10]([OH:12])=[O:11])=[O:7])([CH3:4])([CH3:3])[CH3:2].CO[C:18](OC)([CH3:20])[CH3:19].CC1C=CC(S([O-])(=O)=O)=CC=1.C1C=C[NH+]=CC=1. The yield is 0.801. The product is [C:1]([O:5][C:6]([N:8]1[C@H:9]([C:10]([OH:12])=[O:11])[C@@H:13]([CH3:14])[O:15][C:18]1([CH3:20])[CH3:19])=[O:7])([CH3:4])([CH3:3])[CH3:2]. (4) The reactants are [F:1][C:2]1[CH:3]=[C:4]([N:16]2[CH2:20][C@H:19]([CH2:21][NH:22][C:23](=[O:25])[CH3:24])[O:18][C:17]2=[O:26])[CH:5]=[CH:6][C:7]=1[N:8]1[CH2:13][CH2:12][C:11](=O)[CH:10]([CH3:15])[CH2:9]1.[C-:27]#[N:28].[Na+].[N+:30]([C:33]1[CH:39]=[CH:38][C:36]([NH2:37])=[CH:35][CH:34]=1)([O-:32])=[O:31]. No catalyst specified. The product is [N+:30]([C:33]1[CH:39]=[CH:38][C:36]([NH:37][C:11]2([C:27]#[N:28])[CH2:12][CH2:13][N:8]([C:7]3[CH:6]=[CH:5][C:4]([N:16]4[CH2:20][C@H:19]([CH2:21][NH:22][C:23](=[O:25])[CH3:24])[O:18][C:17]4=[O:26])=[CH:3][C:2]=3[F:1])[CH2:9][CH:10]2[CH3:15])=[CH:35][CH:34]=1)([O-:32])=[O:31]. The yield is 0.490. (5) The reactants are [C:1]([O:5][P:6]([CH2:17][CH:18]([CH2:26][CH2:27][C:28]([O:30][C:31]([CH3:34])([CH3:33])[CH3:32])=[O:29])[C:19]([O:21][C:22]([CH3:25])([CH3:24])[CH3:23])=[O:20])([CH2:8][NH:9]CC1C=CC=CC=1)=[O:7])([CH3:4])([CH3:3])[CH3:2]. The catalyst is C(O)C.[Pd]. The product is [NH2:9][CH2:8][P:6]([CH2:17][CH:18]([CH2:26][CH2:27][C:28]([O:30][C:31]([CH3:34])([CH3:33])[CH3:32])=[O:29])[C:19]([O:21][C:22]([CH3:23])([CH3:24])[CH3:25])=[O:20])([O:5][C:1]([CH3:3])([CH3:4])[CH3:2])=[O:7]. The yield is 0.990. (6) The yield is 0.800. The catalyst is COCCOC.O.C1C=CC(P(C2C=CC=CC=2)[C-]2C=CC=C2)=CC=1.C1C=CC(P(C2C=CC=CC=2)[C-]2C=CC=C2)=CC=1.Cl[Pd]Cl.[Fe+2]. The reactants are Br[C:2]1[CH:7]=[C:6]([N:8]2[CH2:13][CH2:12][O:11][CH2:10][CH2:9]2)[N:5]([CH3:14])[C:4](=[O:15])[CH:3]=1.[CH3:16][C:17]1[CH:26]=[CH:25][C:20]([C:21]([O:23][CH3:24])=[O:22])=[CH:19][C:18]=1B1OC(C)(C)C(C)(C)O1.C(Cl)Cl.C(=O)([O-])[O-].[Na+].[Na+]. The product is [CH3:16][C:17]1[CH:26]=[CH:25][C:20]([C:21]([O:23][CH3:24])=[O:22])=[CH:19][C:18]=1[C:2]1[CH:7]=[C:6]([N:8]2[CH2:13][CH2:12][O:11][CH2:10][CH2:9]2)[N:5]([CH3:14])[C:4](=[O:15])[CH:3]=1. (7) The reactants are [Br:1][C:2]1[C:7]([NH2:8])=[CH:6][C:5]([CH3:9])=[CH:4][N:3]=1.[Cl:10][C:11]1[CH:16]=[CH:15][C:14]([S:17](Cl)(=[O:19])=[O:18])=[CH:13][C:12]=1[C:21]([F:24])([F:23])[F:22]. The yield is 0.840. The product is [Br:1][C:2]1[C:7]([NH:8][S:17]([C:14]2[CH:15]=[CH:16][C:11]([Cl:10])=[C:12]([C:21]([F:24])([F:22])[F:23])[CH:13]=2)(=[O:19])=[O:18])=[CH:6][C:5]([CH3:9])=[CH:4][N:3]=1. The catalyst is N1C=CC=CC=1. (8) The product is [CH3:20][C:19]1([CH3:21])[CH:13]2[CH2:12][NH:11][CH2:16][CH2:15][N:14]2[C:17](=[O:22])[O:18]1. The catalyst is C(O)C.[C].[Pd]. The yield is 0.730. The reactants are C1(COC([N:11]2[CH2:16][CH2:15][N:14]3[C:17](=[O:22])[O:18][C:19]([CH3:21])([CH3:20])[CH:13]3[CH2:12]2)=O)C=CC=CC=1.